Predict which catalyst facilitates the given reaction. From a dataset of Catalyst prediction with 721,799 reactions and 888 catalyst types from USPTO. (1) Reactant: [Cl:1][C:2]1[N:7]=[C:6]2[CH:8]=[C:9]([C:11]([OH:13])=O)[NH:10][C:5]2=[CH:4][CH:3]=1.[C:14]([O-:17])([O-])=O.[Cs+].[Cs+].CS([O:24][CH2:25][C:26]1[CH:31]=[C:30]([Cl:32])[CH:29]=[C:28]([CH2:33][O:34][Si:35]([C:48]([CH3:51])([CH3:50])[CH3:49])([C:42]2[CH:47]=[CH:46][CH:45]=[CH:44][CH:43]=2)[C:36]2[CH:41]=[CH:40][CH:39]=[CH:38][CH:37]=2)[CH:27]=1)(=O)=O. Product: [Si:35]([O:17][CH2:14][C:26]1[CH:27]=[C:28]([CH:29]=[C:30]([Cl:32])[CH:31]=1)[CH2:33][N:10]1[C:5]2[C:6](=[N:7][C:2]([Cl:1])=[CH:3][CH:4]=2)[CH:8]=[C:9]1[C:11]([O:24][CH2:25][C:26]1[CH:31]=[C:30]([Cl:32])[CH:29]=[C:28]([CH2:33][O:34][Si:35]([C:48]([CH3:51])([CH3:50])[CH3:49])([C:42]2[CH:47]=[CH:46][CH:45]=[CH:44][CH:43]=2)[C:36]2[CH:41]=[CH:40][CH:39]=[CH:38][CH:37]=2)[CH:27]=1)=[O:13])([C:48]([CH3:51])([CH3:49])[CH3:50])([C:42]1[CH:47]=[CH:46][CH:45]=[CH:44][CH:43]=1)[C:36]1[CH:37]=[CH:38][CH:39]=[CH:40][CH:41]=1. The catalyst class is: 18. (2) Reactant: [CH2:1]([C:11]1[CH:12]=[C:13]([CH:15]=[CH:16][CH:17]=1)[NH2:14])[CH2:2][CH2:3][C:4]1[CH:5]=[C:6]([CH:8]=[CH:9][CH:10]=1)[NH2:7].C(=O)([O-])[O-].[K+].[K+].[Cl:24][C:25]1[N:30]=[C:29](Cl)[C:28]([Cl:32])=[CH:27][N:26]=1. Product: [NH2:14][C:13]1[CH:12]=[C:11]([CH2:1][CH2:2][CH2:3][C:4]2[CH:5]=[C:6]([NH:7][C:27]3[C:28]([Cl:32])=[CH:29][N:30]=[C:25]([Cl:24])[N:26]=3)[CH:8]=[CH:9][CH:10]=2)[CH:17]=[CH:16][CH:15]=1. The catalyst class is: 9. (3) Reactant: [CH2:1]([O:4][CH2:5][CH2:6][O:7][CH2:8][CH2:9][O:10][C:11]1[CH:17]=[CH:16][C:14]([NH2:15])=[CH:13][CH:12]=1)[C:2]#[CH:3].Cl[C:19]([O:21][C:22]1[CH:27]=CC([N+]([O-])=O)=CC=1)=[O:20].C(N(CC)CC)C.[C:38](OCC)(=[O:41])[NH:39][NH2:40].C(=O)(O)[O-].[Na+]. Product: [CH2:1]([O:4][CH2:5][CH2:6][O:7][CH2:8][CH2:9][O:10][C:11]1[CH:17]=[CH:16][C:14]([NH:15][C:38]([NH:39][NH:40][C:19]([O:21][CH2:22][CH3:27])=[O:20])=[O:41])=[CH:13][CH:12]=1)[C:2]#[CH:3]. The catalyst class is: 1. (4) Reactant: [NH2:1][C:2]1[C:3]([F:20])=[C:4]([C:16]([F:19])=[CH:17][CH:18]=1)[C:5]([N:7]1[CH2:11][CH2:10][CH2:9][C@H:8]1[C:12]([O:14][CH3:15])=[O:13])=[O:6].[CH3:21][O:22][C:23]1[C:24](=O)[C:25](=[O:29])[C:26]=1[O:27]C. Product: [F:20][C:3]1[C:2]([NH:1][C:24]2[C:25](=[O:29])[C:26](=[O:27])[C:23]=2[O:22][CH3:21])=[CH:18][CH:17]=[C:16]([F:19])[C:4]=1[C:5]([N:7]1[CH2:11][CH2:10][CH2:9][C@H:8]1[C:12]([O:14][CH3:15])=[O:13])=[O:6]. The catalyst class is: 5. (5) Reactant: [CH:1](=[O:8])[C:2]1[CH:7]=[CH:6][CH:5]=[CH:4][CH:3]=1.[C:9]([O:13][CH3:14])(=[O:12])[CH:10]=[CH2:11].N12CCN(CC1)CC2.Cl. Product: [CH3:14][O:13][C:9](=[O:12])[C:10](=[CH2:11])[CH:1]([OH:8])[C:2]1[CH:7]=[CH:6][CH:5]=[CH:4][CH:3]=1. The catalyst class is: 84. (6) Reactant: [F:1][CH:2]([F:51])[C:3]1[N:7]([C:8]2[N:13]=[C:12]([N:14]3[CH2:19][CH2:18][O:17][CH2:16][CH2:15]3)[N:11]=[C:10]([O:20][C@H:21]3[CH2:26][CH2:25][C@H:24]([N:27]4[CH2:31][CH2:30][C@H:29]([NH:32][C:33](=[O:45])[O:34][CH2:35][CH2:36][O:37]CC5C=CC=CC=5)[C:28]4=[O:46])[CH2:23][CH2:22]3)[CH:9]=2)[C:6]2[CH:47]=[CH:48][CH:49]=[CH:50][C:5]=2[N:4]=1. Product: [F:51][CH:2]([F:1])[C:3]1[N:7]([C:8]2[N:13]=[C:12]([N:14]3[CH2:15][CH2:16][O:17][CH2:18][CH2:19]3)[N:11]=[C:10]([O:20][C@H:21]3[CH2:22][CH2:23][C@H:24]([N:27]4[CH2:31][CH2:30][C@H:29]([NH:32][C:33](=[O:45])[O:34][CH2:35][CH2:36][OH:37])[C:28]4=[O:46])[CH2:25][CH2:26]3)[CH:9]=2)[C:6]2[CH:47]=[CH:48][CH:49]=[CH:50][C:5]=2[N:4]=1. The catalyst class is: 129. (7) Reactant: [F:1][C:2]1[C:7]([F:8])=[CH:6][CH:5]=[CH:4][C:3]=1[C:9]1[N:37]=[C:12]2[CH:13]=[N:14][N:15]([CH2:17][C:18]3[O:22][N:21]=[C:20]([C:23]4[CH:28]=[CH:27][C:26]([O:29]COC)=[CH:25][C:24]=4[C:33]([F:36])([F:35])[F:34])[CH:19]=3)[CH:16]=[C:11]2[N:10]=1. Product: [F:1][C:2]1[C:7]([F:8])=[CH:6][CH:5]=[CH:4][C:3]=1[C:9]1[N:37]=[C:12]2[CH:13]=[N:14][N:15]([CH2:17][C:18]3[O:22][N:21]=[C:20]([C:23]4[CH:28]=[CH:27][C:26]([OH:29])=[CH:25][C:24]=4[C:33]([F:35])([F:36])[F:34])[CH:19]=3)[CH:16]=[C:11]2[N:10]=1. The catalyst class is: 5. (8) Reactant: [CH3:1][C@H:2]([C:15]([OH:17])=[O:16])[C:3]1[CH:4]=[CH:5][C:6]2[CH:7]=[C:8]([O:13][CH3:14])[CH:9]=[CH:10][C:11]=2[CH:12]=1.OC1C2N=NNC=2C=CC=1.C1CCC(N=C=NC2CCCCC2)CC1.O[C:44]1[CH:49]=[CH:48][C:47]([C:50]2[S:54][S:53][C:52](=[S:55])[CH:51]=2)=[CH:46][CH:45]=1. Product: [CH3:14][O:13][C:8]1[CH:9]=[CH:10][C:11]2[C:6](=[CH:5][CH:4]=[C:3]([CH:2]([CH3:1])[C:15]([O:17][C:44]3[CH:45]=[CH:46][C:47]([C:50]4[S:54][S:53][C:52](=[S:55])[CH:51]=4)=[CH:48][CH:49]=3)=[O:16])[CH:12]=2)[CH:7]=1. The catalyst class is: 42.